Dataset: Reaction yield outcomes from USPTO patents with 853,638 reactions. Task: Predict the reaction yield, written as a fraction of the theoretical maximum amount of product (1.0 means a 100% yield; for example, 0.34 means a 34% yield). (1) The reactants are [CH2:1]([O:3][C:4](=[O:15])[C:5]([CH2:13][CH3:14])([CH2:11][CH3:12])[C:6]([O:8]CC)=[O:7])[CH3:2].[OH-].[K+]. The catalyst is C(O)C. The product is [CH2:1]([O:3][C:4]([C:5]([CH2:11][CH3:12])([CH2:13][CH3:14])[C:6]([OH:8])=[O:7])=[O:15])[CH3:2]. The yield is 0.720. (2) The reactants are [CH3:1][CH:2]([CH3:16])[C:3]([C:5]1[NH:6][C:7]2[C:12]([CH:13]=1)=[CH:11][CH:10]=[C:9]([S:14][CH3:15])[CH:8]=2)=[O:4].[C:17]([O:21][C:22](=[O:27])[NH:23][CH2:24][CH2:25]Br)([CH3:20])([CH3:19])[CH3:18]. The catalyst is [N+](CCCC)(CCCC)(CCCC)CCCC.[Br-].[OH-].[Na+].O. The product is [C:17]([O:21][C:22](=[O:27])[NH:23][CH2:24][CH2:25][N:6]1[C:7]2[C:12](=[CH:11][CH:10]=[C:9]([S:14][CH3:15])[CH:8]=2)[CH:13]=[C:5]1[C:3](=[O:4])[CH:2]([CH3:16])[CH3:1])([CH3:20])([CH3:19])[CH3:18]. The yield is 0.207. (3) The catalyst is CN1CCOCC1. The yield is 0.220. The product is [S:10]1[C:14]2[CH:15]=[CH:16][CH:17]=[CH:18][C:13]=2[CH:12]=[C:11]1[C:19]([NH:20][C:21]1([C:22]([NH:1][C@H:2]([C:7]([OH:9])=[O:8])[CH2:3][CH2:4][S:5][CH3:6])=[O:24])[CH2:29][CH2:28][CH2:27][CH2:26][CH2:25]1)=[O:23]. The reactants are [NH2:1][C@H:2]([C:7]([OH:9])=[O:8])[CH2:3][CH2:4][S:5][CH3:6].[S:10]1[C:14]2[CH:15]=[CH:16][CH:17]=[CH:18][C:13]=2[CH:12]=[C:11]1[C:19]1[O:23][C:22](=[O:24])[C:21]2([CH2:29][CH2:28][CH2:27][CH2:26][CH2:25]2)[N:20]=1. (4) The product is [CH3:22][O:23][C:24](=[O:28])[CH2:25][CH2:26][N:17]1[CH2:16][CH2:15][N:14]([C:11]2[CH:10]=[CH:9][C:8]([O:7][C:6]3[CH:20]=[CH:21][C:3]([I:2])=[CH:4][CH:5]=3)=[CH:13][CH:12]=2)[CH2:19][CH2:18]1. The yield is 0.910. No catalyst specified. The reactants are Cl.[I:2][C:3]1[CH:21]=[CH:20][C:6]([O:7][C:8]2[CH:13]=[CH:12][C:11]([N:14]3[CH2:19][CH2:18][NH:17][CH2:16][CH2:15]3)=[CH:10][CH:9]=2)=[CH:5][CH:4]=1.[CH3:22][O:23][C:24](=[O:28])[CH2:25][CH2:26]Br.